Dataset: Full USPTO retrosynthesis dataset with 1.9M reactions from patents (1976-2016). Task: Predict the reactants needed to synthesize the given product. (1) The reactants are: [C:1]([O:5][C:6](CC1C=CC(C(O)=O)=CC=1)=[O:7])([CH3:4])([CH3:3])[CH3:2].[CH:18]1[CH:19]=[CH:20][C:21]2N(O)[N:25]=[N:24][C:22]=2[CH:23]=1.CC[N:30]([CH:34](C)C)C(C)C.C(Cl)CCl.[C:41]1(NN)[CH:46]=[CH:45][CH:44]=[CH:43][CH:42]=1.[C:49](=O)(O)[O-:50].[Na+]. Given the product [C:1]([O:5][C:6]([NH:30][CH2:34][C:41]1[CH:46]=[CH:45][C:44]([C:49]([NH:25][NH:24][C:22]2[CH:23]=[CH:18][CH:19]=[CH:20][CH:21]=2)=[O:50])=[CH:43][CH:42]=1)=[O:7])([CH3:2])([CH3:3])[CH3:4], predict the reactants needed to synthesize it. (2) Given the product [Cl:8][C:6]1[CH:5]=[CH:4][C:3]([CH2:9][CH2:10][NH2:11])=[C:2]([O:12][CH3:13])[CH:7]=1, predict the reactants needed to synthesize it. The reactants are: Br[C:2]1[CH:7]=[C:6]([Cl:8])[CH:5]=[CH:4][C:3]=1[CH2:9][C:10]#[N:11].[O:12]1CCC[CH2:13]1. (3) Given the product [CH2:1]([S:16][CH:17]([CH2:23][CH3:24])[C:18]([OH:20])=[O:19])[CH2:2]/[CH:3]=[CH:4]\[CH2:5]/[CH:6]=[CH:7]\[CH2:8]/[CH:9]=[CH:10]\[CH2:11]/[CH:12]=[CH:13]\[CH2:14][CH3:15], predict the reactants needed to synthesize it. The reactants are: [CH2:1]([S:16][CH:17]([CH2:23][CH3:24])[C:18]([O:20]CC)=[O:19])[CH2:2]/[CH:3]=[CH:4]\[CH2:5]/[CH:6]=[CH:7]\[CH2:8]/[CH:9]=[CH:10]\[CH2:11]/[CH:12]=[CH:13]\[CH2:14][CH3:15].Cl.